From a dataset of Catalyst prediction with 721,799 reactions and 888 catalyst types from USPTO. Predict which catalyst facilitates the given reaction. (1) Reactant: [C:1]([CH2:3][CH2:4][N:5]([C:12]1[CH:17]=[C:16]([CH3:18])[N:15]=[C:14]([N:19]2[CH:23]=[CH:22][N:21]=[CH:20]2)[N:13]=1)[CH2:6][C:7]([O:9]CC)=[O:8])#[N:2].[Li+].[OH-].O.Cl. Product: [C:1]([CH2:3][CH2:4][N:5]([C:12]1[CH:17]=[C:16]([CH3:18])[N:15]=[C:14]([N:19]2[CH:23]=[CH:22][N:21]=[CH:20]2)[N:13]=1)[CH2:6][C:7]([OH:9])=[O:8])#[N:2]. The catalyst class is: 1. (2) Product: [CH3:29][O:28][C:20]1[CH:19]=[C:18]([NH:17][C:14]2[O:15][C:16]3[C:8]([C:5]4[CH:6]=[CH:7][C:2]([NH:1][S:31]([CH3:30])(=[O:33])=[O:32])=[CH:3][CH:4]=4)=[CH:9][CH:10]=[CH:11][C:12]=3[N:13]=2)[CH:23]=[C:22]([O:24][CH3:25])[C:21]=1[O:26][CH3:27]. The catalyst class is: 17. Reactant: [NH2:1][C:2]1[CH:7]=[CH:6][C:5]([C:8]2[C:16]3[O:15][C:14]([NH:17][C:18]4[CH:23]=[C:22]([O:24][CH3:25])[C:21]([O:26][CH3:27])=[C:20]([O:28][CH3:29])[CH:19]=4)=[N:13][C:12]=3[CH:11]=[CH:10][CH:9]=2)=[CH:4][CH:3]=1.[CH3:30][S:31](Cl)(=[O:33])=[O:32]. (3) Product: [Cl:1][C:2]1[N:7]=[C:6]([NH:10][CH3:9])[CH:5]=[CH:4][N:3]=1.[Cl:8][C:6]1[CH:5]=[CH:4][N:3]=[C:2]([NH:10][CH3:9])[N:7]=1. The catalyst class is: 1. Reactant: [Cl:1][C:2]1[N:7]=[C:6]([Cl:8])[CH:5]=[CH:4][N:3]=1.[CH3:9][NH2:10].C([O-])(O)=O.[Na+].